From a dataset of Reaction yield outcomes from USPTO patents with 853,638 reactions. Predict the reaction yield, written as a fraction of the theoretical maximum amount of product (1.0 means a 100% yield; for example, 0.34 means a 34% yield). (1) The reactants are B.CSC.[F:5][C:6]([F:18])([F:17])[C:7]([C:13]([F:16])([F:15])[F:14])([OH:12])[CH2:8][C:9]([CH3:11])=[CH2:10].[OH-:19].[Na+]. The catalyst is C1COCC1. The product is [F:5][C:6]([F:17])([F:18])[C:7]([C:13]([F:14])([F:15])[F:16])([OH:12])[CH2:8][CH:9]([CH3:11])[CH2:10][OH:19]. The yield is 0.850. (2) The reactants are Br[C:2]1[CH:23]=[CH:22][C:5]([C:6]([NH:8][S:9]([C:12]2[CH:17]=[CH:16][CH:15]=[CH:14][C:13]=2[S:18](=[O:21])(=[O:20])[NH2:19])(=[O:11])=[O:10])=[O:7])=[CH:4][C:3]=1[O:24][CH:25]([CH3:27])[CH3:26].[O:28]1[C:32]2[CH:33]=[CH:34][CH:35]=[CH:36][C:31]=2[CH:30]=[C:29]1B(O)O.C(=O)([O-])[O-].[Na+].[Na+]. The catalyst is CN(C)C=O.C1C=CC(P(C2C=CC=CC=2)[C-]2C=CC=C2)=CC=1.C1C=CC(P(C2C=CC=CC=2)[C-]2C=CC=C2)=CC=1.Cl[Pd]Cl.[Fe+2]. The product is [O:28]1[C:32]2[CH:33]=[CH:34][CH:35]=[CH:36][C:31]=2[CH:30]=[C:29]1[C:2]1[CH:23]=[CH:22][C:5]([C:6]([NH:8][S:9]([C:12]2[CH:17]=[CH:16][CH:15]=[CH:14][C:13]=2[S:18](=[O:20])(=[O:21])[NH2:19])(=[O:10])=[O:11])=[O:7])=[CH:4][C:3]=1[O:24][CH:25]([CH3:27])[CH3:26]. The yield is 0.520. (3) The reactants are [CH3:1][O:2][C:3]1[CH:4]=[C:5]([CH:9]2[CH2:14][C:13]([CH3:16])([CH3:15])[CH2:12][CH2:11][C:10]2=O)[CH:6]=[CH:7][CH:8]=1.[CH3:18][O:19][C:20](=[O:41])[CH:21]=P(C1C=CC=CC=1)(C1C=CC=CC=1)C1C=CC=CC=1. The catalyst is C1(C)C=CC=CC=1.CCOCC. The product is [CH3:18][O:19][C:20](=[O:41])[CH:21]=[C:10]1[CH2:11][CH2:12][C:13]([CH3:16])([CH3:15])[CH2:14][CH:9]1[C:5]1[CH:6]=[CH:7][CH:8]=[C:3]([O:2][CH3:1])[CH:4]=1. The yield is 0.330. (4) The reactants are [CH3:1][N:2]1[CH2:7][CH2:6][N:5]([C:8]2[C:13]([CH:14]=O)=[CH:12][CH:11]=[CH:10][N:9]=2)[CH2:4][CH2:3]1.C([N:19]1[CH2:23][CH2:22][CH2:21][C:20]1=[O:24])(=O)C.[H-].[Na+]. The catalyst is O1CCCC1. The product is [CH3:1][N:2]1[CH2:3][CH2:4][N:5]([C:8]2[C:13]([CH:14]=[C:21]3[CH2:22][CH2:23][NH:19][C:20]3=[O:24])=[CH:12][CH:11]=[CH:10][N:9]=2)[CH2:6][CH2:7]1. The yield is 0.370. (5) The reactants are BrC1C=CC([C:6]([O:8][CH2:9][C@:10]2([CH:21]=[O:22])[C:19]3[C:14](=[CH:15][C:16]([Cl:20])=[CH:17][CH:18]=3)[CH2:13][CH2:12][CH2:11]2)=O)=CC=1.[CH:25](OC)(OC)[O:26]C.[OH-].[Na+]. The catalyst is CO.C1COCC1.CC1C=CC(S(O)(=O)=O)=CC=1. The product is [Cl:20][C:16]1[CH:15]=[C:14]2[C:19](=[CH:18][CH:17]=1)[C@:10]([CH2:21][OH:22])([CH:9]([O:8][CH3:6])[O:26][CH3:25])[CH2:11][CH2:12][CH2:13]2. The yield is 0.890.